From a dataset of Forward reaction prediction with 1.9M reactions from USPTO patents (1976-2016). Predict the product of the given reaction. (1) Given the reactants [Cl:1][C:2]1[C:3]([NH:29][C:30]2[CH:35]=[CH:34][CH:33]=[CH:32][C:31]=2[S:36]([CH:39]([CH3:41])[CH3:40])(=[O:38])=[O:37])=[N:4][C:5]([NH:8][C:9]2[CH:17]=[C:16]3[C:12]([CH2:13][N:14]([CH:19]4[CH2:24][CH2:23][NH:22][CH2:21][CH2:20]4)[C:15]3=[O:18])=[CH:11][C:10]=2[O:25][CH:26]([CH3:28])[CH3:27])=[N:6][CH:7]=1.C(N(CC)CC)C.Br[CH2:50][C:51]([NH2:53])=[O:52], predict the reaction product. The product is: [Cl:1][C:2]1[C:3]([NH:29][C:30]2[CH:35]=[CH:34][CH:33]=[CH:32][C:31]=2[S:36]([CH:39]([CH3:41])[CH3:40])(=[O:38])=[O:37])=[N:4][C:5]([NH:8][C:9]2[CH:17]=[C:16]3[C:12]([CH2:13][N:14]([CH:19]4[CH2:20][CH2:21][N:22]([CH2:50][C:51]([NH2:53])=[O:52])[CH2:23][CH2:24]4)[C:15]3=[O:18])=[CH:11][C:10]=2[O:25][CH:26]([CH3:28])[CH3:27])=[N:6][CH:7]=1. (2) Given the reactants [F:1][C:2]([F:34])([F:33])[C:3]1[CH:4]=[C:5]([CH:26]=[C:27]([C:29]([F:32])([F:31])[F:30])[CH:28]=1)[C:6]([N:8]1[CH2:25][CH2:24][C:11]2([N:15]([C:16]3[CH:21]=[CH:20][CH:19]=[CH:18][CH:17]=3)[CH:14]([CH3:22])[NH:13][C:12]2=[O:23])[CH2:10][CH2:9]1)=[O:7].[H-].[Na+].[Cl-].ClC[C:40]1[CH:41]=[NH+:42][CH:43]=[CH:44][CH:45]=1.O.[CH3:47]N(C)C=O, predict the reaction product. The product is: [F:34][C:2]([F:1])([F:33])[C:3]1[CH:4]=[C:5]([CH:26]=[C:27]([C:29]([F:32])([F:31])[F:30])[CH:28]=1)[C:6]([N:8]1[CH2:9][CH2:10][C:11]2([N:15]([C:16]3[CH:17]=[CH:18][CH:19]=[CH:20][CH:21]=3)[C:14]([CH3:47])([CH3:22])[N:13]([C:40]3[CH:41]=[N:42][CH:43]=[CH:44][CH:45]=3)[C:12]2=[O:23])[CH2:24][CH2:25]1)=[O:7].